From a dataset of Peptide-MHC class I binding affinity with 185,985 pairs from IEDB/IMGT. Regression. Given a peptide amino acid sequence and an MHC pseudo amino acid sequence, predict their binding affinity value. This is MHC class I binding data. (1) The peptide sequence is FQSYVDRFYK. The MHC is Mamu-A2201 with pseudo-sequence Mamu-A2201. The binding affinity (normalized) is 0. (2) The peptide sequence is RPMTYKAAV. The MHC is HLA-A03:01 with pseudo-sequence HLA-A03:01. The binding affinity (normalized) is 0.0984. (3) The peptide sequence is QYLNLYPVA. The MHC is Patr-A0701 with pseudo-sequence Patr-A0701. The binding affinity (normalized) is 0.374. (4) The MHC is HLA-A11:01 with pseudo-sequence HLA-A11:01. The peptide sequence is VTNLISETLK. The binding affinity (normalized) is 0.803. (5) The peptide sequence is AERLINMIT. The MHC is Mamu-A11 with pseudo-sequence Mamu-A11. The binding affinity (normalized) is 0.750. (6) The peptide sequence is YLWFKRHVY. The MHC is HLA-A02:16 with pseudo-sequence HLA-A02:16. The binding affinity (normalized) is 0.394. (7) The peptide sequence is CTPCGSGTF. The MHC is Mamu-A01 with pseudo-sequence Mamu-A01. The binding affinity (normalized) is 0.573. (8) The peptide sequence is KEGKLQCRI. The MHC is HLA-B51:01 with pseudo-sequence HLA-B51:01. The binding affinity (normalized) is 0.0847.